The task is: Predict the reactants needed to synthesize the given product.. This data is from Full USPTO retrosynthesis dataset with 1.9M reactions from patents (1976-2016). Given the product [CH2:1]([O:8][C:9]1[C:10]([CH2:27][N:28]2[CH2:33][CH2:32][NH:31][CH2:30][CH2:29]2)=[C:11]2[C:15](=[CH:16][CH:17]=1)[N:14]([S:18]([C:21]1[CH:26]=[CH:25][CH:24]=[CH:23][CH:22]=1)(=[O:20])=[O:19])[CH:13]=[CH:12]2)[C:2]1[CH:7]=[CH:6][CH:5]=[CH:4][CH:3]=1, predict the reactants needed to synthesize it. The reactants are: [CH2:1]([O:8][C:9]1[C:10]([CH2:27][N:28]2[CH2:33][CH2:32][N:31](C(OC(C)(C)C)=O)[CH2:30][CH2:29]2)=[C:11]2[C:15](=[CH:16][CH:17]=1)[N:14]([S:18]([C:21]1[CH:26]=[CH:25][CH:24]=[CH:23][CH:22]=1)(=[O:20])=[O:19])[CH:13]=[CH:12]2)[C:2]1[CH:7]=[CH:6][CH:5]=[CH:4][CH:3]=1.C(O)(C(F)(F)F)=O.ClCCl.